Task: Predict the product of the given reaction.. Dataset: Forward reaction prediction with 1.9M reactions from USPTO patents (1976-2016) (1) Given the reactants [CH3:1][O:2][C:3]1[N:8]=[C:7]2[C:9]([CH3:15])([CH3:14])[C:10](=[O:13])[N:11]([CH3:12])[C:6]2=[CH:5][C:4]=1Br.[CH2:17]([Sn](CCCC)(CCCC)C=C)[CH2:18]CC, predict the reaction product. The product is: [CH3:1][O:2][C:3]1[N:8]=[C:7]2[C:9]([CH3:15])([CH3:14])[C:10](=[O:13])[N:11]([CH3:12])[C:6]2=[CH:5][C:4]=1[CH:17]=[CH2:18]. (2) Given the reactants [F:1][C:2]([F:29])([F:28])[C:3]1[CH:8]=[CH:7][C:6]([C:9]2[C:18]3[C:13](=[CH:14][C:15]([O:21][CH3:22])=[C:16]([O:19][CH3:20])[CH:17]=3)[C:12]([OH:23])=[CH:11][C:10]=2[C:24]([CH3:27])([CH3:26])O)=[CH:5][CH:4]=1.COC1C=C(C2C3C(=CC(C(F)(F)F)=CC=3)C(O)=CC=2C(C)(C)O)C=CC=1OC.C(C1C=CC=CC=1S(O)(=O)=O)CCCCCCCCCCC, predict the reaction product. The product is: [CH3:20][O:19][C:16]1[C:15]([O:21][CH3:22])=[CH:14][C:13]2[C:12]([OH:23])=[CH:11][C:10]3[C:24]([CH3:27])([CH3:26])[C:5]4[CH:4]=[C:3]([C:2]([F:1])([F:29])[F:28])[CH:8]=[CH:7][C:6]=4[C:9]=3[C:18]=2[CH:17]=1.